This data is from NCI-60 drug combinations with 297,098 pairs across 59 cell lines. The task is: Regression. Given two drug SMILES strings and cell line genomic features, predict the synergy score measuring deviation from expected non-interaction effect. (1) Drug 1: C1CC(C1)(C(=O)O)C(=O)O.[NH2-].[NH2-].[Pt+2]. Drug 2: C1CC(CNC1)C2=CC=C(C=C2)N3C=C4C=CC=C(C4=N3)C(=O)N. Cell line: OVCAR3. Synergy scores: CSS=22.2, Synergy_ZIP=-3.89, Synergy_Bliss=1.02, Synergy_Loewe=0.853, Synergy_HSA=2.22. (2) Drug 1: C1CC(=O)NC(=O)C1N2CC3=C(C2=O)C=CC=C3N. Drug 2: CC1=C(C=C(C=C1)C(=O)NC2=CC(=CC(=C2)C(F)(F)F)N3C=C(N=C3)C)NC4=NC=CC(=N4)C5=CN=CC=C5. Cell line: A549. Synergy scores: CSS=8.19, Synergy_ZIP=-2.17, Synergy_Bliss=1.17, Synergy_Loewe=-0.141, Synergy_HSA=-0.0120. (3) Cell line: SK-MEL-28. Synergy scores: CSS=9.82, Synergy_ZIP=0.115, Synergy_Bliss=-0.777, Synergy_Loewe=-28.6, Synergy_HSA=-3.12. Drug 1: CC1=C2C(C(=O)C3(C(CC4C(C3C(C(C2(C)C)(CC1OC(=O)C(C(C5=CC=CC=C5)NC(=O)C6=CC=CC=C6)O)O)OC(=O)C7=CC=CC=C7)(CO4)OC(=O)C)O)C)OC(=O)C. Drug 2: C1=NNC2=C1C(=O)NC=N2. (4) Drug 1: C1=NC2=C(N1)C(=S)N=C(N2)N. Drug 2: CCN(CC)CCNC(=O)C1=C(NC(=C1C)C=C2C3=C(C=CC(=C3)F)NC2=O)C. Cell line: NCI-H226. Synergy scores: CSS=5.38, Synergy_ZIP=-4.27, Synergy_Bliss=-0.419, Synergy_Loewe=-6.49, Synergy_HSA=-3.03. (5) Drug 1: CCC(=C(C1=CC=CC=C1)C2=CC=C(C=C2)OCCN(C)C)C3=CC=CC=C3.C(C(=O)O)C(CC(=O)O)(C(=O)O)O. Drug 2: CC1CCC2CC(C(=CC=CC=CC(CC(C(=O)C(C(C(=CC(C(=O)CC(OC(=O)C3CCCCN3C(=O)C(=O)C1(O2)O)C(C)CC4CCC(C(C4)OC)O)C)C)O)OC)C)C)C)OC. Cell line: NCI-H226. Synergy scores: CSS=6.38, Synergy_ZIP=0.873, Synergy_Bliss=4.04, Synergy_Loewe=-1.86, Synergy_HSA=0.509. (6) Drug 1: CCC1=CC2CC(C3=C(CN(C2)C1)C4=CC=CC=C4N3)(C5=C(C=C6C(=C5)C78CCN9C7C(C=CC9)(C(C(C8N6C)(C(=O)OC)O)OC(=O)C)CC)OC)C(=O)OC.C(C(C(=O)O)O)(C(=O)O)O. Drug 2: C1=CN(C(=O)N=C1N)C2C(C(C(O2)CO)O)O.Cl. Cell line: OVCAR-4. Synergy scores: CSS=9.14, Synergy_ZIP=-6.27, Synergy_Bliss=-3.62, Synergy_Loewe=-8.09, Synergy_HSA=-2.95. (7) Drug 1: C1C(C(OC1N2C=C(C(=O)NC2=O)F)CO)O. Drug 2: C1=NC2=C(N=C(N=C2N1C3C(C(C(O3)CO)O)O)F)N. Cell line: COLO 205. Synergy scores: CSS=48.5, Synergy_ZIP=-2.43, Synergy_Bliss=-2.53, Synergy_Loewe=0.252, Synergy_HSA=2.77.